From a dataset of Full USPTO retrosynthesis dataset with 1.9M reactions from patents (1976-2016). Predict the reactants needed to synthesize the given product. (1) Given the product [CH3:1][O:2][C:3]1[CH:4]=[C:5]([CH:15]([NH:24][S@@:22]([C:19]([CH3:21])([CH3:20])[CH3:18])=[O:23])[CH3:16])[CH:6]=[N:7][C:8]=1[O:9][CH2:10][C:11]([F:14])([F:13])[F:12], predict the reactants needed to synthesize it. The reactants are: [CH3:1][O:2][C:3]1[CH:4]=[C:5]([C:15](=O)[CH3:16])[CH:6]=[N:7][C:8]=1[O:9][CH2:10][C:11]([F:14])([F:13])[F:12].[CH3:18][C:19]([S@:22]([NH2:24])=[O:23])([CH3:21])[CH3:20]. (2) Given the product [N:43]1[CH:44]=[CH:52][CH:51]=[CH:47][C:41]=1[N:33]1[CH2:32][CH2:40][N:10]([C:27]([C:26]2[CH:30]=[CH:31][C:23]([NH:22][C:20]([N:12]3[CH2:11][C:19]4[C:14](=[CH:15][CH:16]=[CH:17][CH:18]=4)[CH2:13]3)=[O:21])=[N:24][CH:25]=2)=[O:29])[CH2:35][CH2:34]1, predict the reactants needed to synthesize it. The reactants are: C1(CCC[NH2:10])C=CC=CC=1.[CH2:11]1[C:19]2[C:14](=[CH:15][CH:16]=[CH:17][CH:18]=2)[CH2:13][N:12]1[C:20]([NH:22][C:23]1[CH:31]=[CH:30][C:26]([C:27]([OH:29])=O)=[CH:25][N:24]=1)=[O:21].[CH2:32]1[C:40]2[C:35](=CC=CC=2)[CH2:34][N:33]1[C:41]([NH:43][C:44]1[CH:52]=[CH:51][C:47](C(O)=O)=CC=1)=O.